Dataset: Full USPTO retrosynthesis dataset with 1.9M reactions from patents (1976-2016). Task: Predict the reactants needed to synthesize the given product. (1) Given the product [C:21]([CH2:20][C:16]1([N:14]2[CH:15]=[C:11]([C:8]([NH2:9])=[O:10])[C:12]([NH:23][C:24]3[CH:29]=[CH:28][CH:27]=[CH:26][CH:25]=3)=[N:13]2)[CH2:17][N:18]([CH2:3][C:2]([F:7])([F:6])[F:1])[CH2:19]1)#[N:22], predict the reactants needed to synthesize it. The reactants are: [F:1][C:2]([F:7])([F:6])[C:3]([O-])=O.[C:8]([C:11]1[C:12]([NH:23][C:24]2[CH:29]=[CH:28][CH:27]=[CH:26][CH:25]=2)=[N:13][N:14]([C:16]2([CH2:20][C:21]#[N:22])[CH2:19][NH2+:18][CH2:17]2)[CH:15]=1)(=[O:10])[NH2:9].FC(F)(F)S(OCC(F)(F)F)(=O)=O.C([O-])([O-])=O.[K+].[K+].O. (2) Given the product [CH3:1][C:2]1[CH:8]=[C:7]([O:9][CH3:10])[CH:6]=[CH:5][C:3]=1[NH:4][C:11](=[O:13])[CH3:12], predict the reactants needed to synthesize it. The reactants are: [CH3:1][C:2]1[CH:8]=[C:7]([O:9][CH3:10])[CH:6]=[CH:5][C:3]=1[NH2:4].[C:11](OC(=O)C)(=[O:13])[CH3:12]. (3) Given the product [F:32][C:30]1[CH:31]=[C:26]([CH2:25][OH:24])[C:27]2[N:28]([CH:2]=[C:3]([CH2:4][C@@H:5]3[CH2:10][CH2:9][CH2:8][CH2:7][NH:6]3)[N:33]=2)[CH:29]=1, predict the reactants needed to synthesize it. The reactants are: Br[CH2:2][C:3](=O)[CH2:4][C@@H:5]1[CH2:10][CH2:9][CH2:8][CH2:7][N:6]1C(OC(C)(C)C)=O.CC([Si](C)(C)[O:24][CH2:25][C:26]1[C:27]([NH2:33])=[N:28][CH:29]=[C:30]([F:32])[CH:31]=1)(C)C. (4) Given the product [C:1]([O:5][C:6]([NH:8][C@@H:9]1[C:23](=[O:24])[N:22]2[CH2:25][C@H:26]([O:28][C:29]3[C:30]4[CH:43]=[CH:42][S:41][C:31]=4[N:32]=[C:33]([C:35]4[CH:40]=[CH:39][CH:38]=[CH:37][N:36]=4)[N:34]=3)[CH2:27][C@H:21]2[C:20](=[O:44])[NH:19][C@:18]2([C:46]([OH:48])=[O:47])[CH2:45][C@H:17]2[CH:16]=[CH:15][CH2:14][CH2:13][CH2:12][CH2:11][CH2:10]1)=[O:7])([CH3:4])([CH3:2])[CH3:3], predict the reactants needed to synthesize it. The reactants are: [C:1]([O:5][C:6]([NH:8][C@@H:9]1[C:23](=[O:24])[N:22]2[CH2:25][C@H:26]([O:28][C:29]3[C:30]4[CH:43]=[CH:42][S:41][C:31]=4[N:32]=[C:33]([C:35]4[CH:40]=[CH:39][CH:38]=[CH:37][N:36]=4)[N:34]=3)[CH2:27][C@H:21]2[C:20](=[O:44])[NH:19][C@:18]2([C:46]([O:48]C)=[O:47])[CH2:45][C@H:17]2[CH:16]=[CH:15][CH2:14][CH2:13][CH2:12][CH2:11][CH2:10]1)=[O:7])([CH3:4])([CH3:3])[CH3:2].O1CCCC1.[OH-].[Li+]. (5) Given the product [O:21]1[C:25]2[C:26]([CH2:30][N:8]3[CH2:9][C:5]4[C:4]([NH:10][C:11]5[CH:12]=[N:13][C:14]6[C:19]([CH:20]=5)=[CH:18][CH:17]=[CH:16][CH:15]=6)=[N:3][CH:2]=[N:1][C:6]=4[CH2:7]3)=[CH:27][CH:28]=[CH:29][C:24]=2[CH2:23][CH2:22]1, predict the reactants needed to synthesize it. The reactants are: [N:1]1[C:6]2[CH2:7][NH:8][CH2:9][C:5]=2[C:4]([NH:10][C:11]2[CH:12]=[N:13][C:14]3[C:19]([CH:20]=2)=[CH:18][CH:17]=[CH:16][CH:15]=3)=[N:3][CH:2]=1.[O:21]1[C:25]2[C:26]([CH:30]=O)=[CH:27][CH:28]=[CH:29][C:24]=2[CH2:23][CH2:22]1.ClCCCl.CO.C(O[BH-](OC(=O)C)OC(=O)C)(=O)C.[Na+]. (6) Given the product [C:1]([O:20][C:12]1[C:13]2[CH:19]=[CH:18][CH:17]=[CH:16][C:14]=2[C:15]2[C@H:7]([CH2:6][Cl:5])[CH2:8][N:9]([C:21]([O:23][C:24]([CH3:27])([CH3:26])[CH3:25])=[O:22])[C:10]=2[CH:11]=1)(=[O:3])[CH3:2], predict the reactants needed to synthesize it. The reactants are: [C:1](Cl)(=[O:3])[CH3:2].[Cl:5][CH2:6][C@H:7]1[C:15]2[C:14]3[CH:16]=[CH:17][CH:18]=[CH:19][C:13]=3[C:12]([OH:20])=[CH:11][C:10]=2[N:9]([C:21]([O:23][C:24]([CH3:27])([CH3:26])[CH3:25])=[O:22])[CH2:8]1.N1C=CC=CC=1.